Dataset: Forward reaction prediction with 1.9M reactions from USPTO patents (1976-2016). Task: Predict the product of the given reaction. Given the reactants Br[C:2]1[CH:10]=[C:9]2[C:5]([CH:6]=[CH:7][N:8]2[CH2:11][CH2:12][N:13]([CH3:15])[CH3:14])=[CH:4][CH:3]=1.[NH2:16][CH:17]1[CH2:21][CH2:20][NH:19][CH2:18]1.CC(C)([O-])C.[Na+].P(C(C)(C)C)(C(C)(C)C)C(C)(C)C, predict the reaction product. The product is: [NH2:16][CH:17]1[CH2:21][CH2:20][N:19]([C:2]2[CH:10]=[C:9]3[C:5]([CH:6]=[CH:7][N:8]3[CH2:11][CH2:12][N:13]([CH3:15])[CH3:14])=[CH:4][CH:3]=2)[CH2:18]1.